From a dataset of Forward reaction prediction with 1.9M reactions from USPTO patents (1976-2016). Predict the product of the given reaction. (1) Given the reactants [CH:1]([N-:4][CH:5]([CH3:7])[CH3:6])([CH3:3])C.[Li+].[CH2:9]([Li])[CH2:10][CH2:11][CH3:12].[C:14](=[O:16])=O.[CH3:17]C(C)=O.C(N[CH:25]([CH3:27])[CH3:26])(C)C.[Br:28][C:29]1[CH:30]=C2C(=C[CH:38]=1)N=C(OC)C1CC3C(C2=1)=CC=CC=3.[CH3:48][N:49]([CH3:61])[CH2:50][CH2:51][C:52]([C:54]1[CH:59]=[CH:58][C:57]([F:60])=[CH:56][CH:55]=1)=[O:53], predict the reaction product. The product is: [Br:28][C:29]1[CH:38]=[C:7]2[C:5](=[CH:6][CH:30]=1)[N:4]=[C:1]([O:16][CH3:14])[C:3]1[CH:9]([C:52]([C:54]3[CH:55]=[CH:56][C:57]([F:60])=[CH:58][CH:59]=3)([OH:53])[CH2:51][CH2:50][N:49]([CH3:48])[CH3:61])[C:10]3[C:25]([C:26]2=1)=[CH:27][CH:17]=[CH:12][CH:11]=3. (2) Given the reactants [CH3:1][C:2]1[CH:3]=[C:4]2[C:9](=[CH:10][CH:11]=1)[NH:8][CH2:7][CH2:6][CH2:5]2.[F:12][C:13]([F:30])([F:29])[CH:14]1[CH2:16][N:15]1[S:17]([C:20]1[C:25]([CH3:26])=[CH:24][C:23]([CH3:27])=[CH:22][C:21]=1[CH3:28])(=[O:19])=[O:18], predict the reaction product. The product is: [CH3:28][C:21]1[CH:22]=[C:23]([CH3:27])[CH:24]=[C:25]([CH3:26])[C:20]=1[S:17]([NH:15][CH:14]([CH2:16][N:8]1[C:9]2[C:4](=[CH:3][C:2]([CH3:1])=[CH:11][CH:10]=2)[CH2:5][CH2:6][CH2:7]1)[C:13]([F:30])([F:12])[F:29])(=[O:18])=[O:19].